From a dataset of Forward reaction prediction with 1.9M reactions from USPTO patents (1976-2016). Predict the product of the given reaction. Given the reactants Br[C:2]1[CH:3]=[C:4]2[C:9](=[CH:10][CH:11]=1)[N:8]=[CH:7][C:6]([C:12](=[O:15])[CH2:13][CH3:14])=[C:5]2[NH:16][C:17]1[CH:18]=[CH:19][C:20]([N:23]2[CH2:27][CH2:26][CH:25]([NH:28]C(=O)OC(C)(C)C)[CH2:24]2)=[N:21][CH:22]=1.[Cl:36][C:37]1[CH:42]=[C:41](B2OC(C)(C)C(C)(C)O2)[CH:40]=[C:39]([F:52])[C:38]=1[OH:53], predict the reaction product. The product is: [NH2:28][CH:25]1[CH2:26][CH2:27][N:23]([C:20]2[N:21]=[CH:22][C:17]([NH:16][C:5]3[C:4]4[C:9](=[CH:10][CH:11]=[C:2]([C:41]5[CH:40]=[C:39]([F:52])[C:38]([OH:53])=[C:37]([Cl:36])[CH:42]=5)[CH:3]=4)[N:8]=[CH:7][C:6]=3[C:12](=[O:15])[CH2:13][CH3:14])=[CH:18][CH:19]=2)[CH2:24]1.